Dataset: Forward reaction prediction with 1.9M reactions from USPTO patents (1976-2016). Task: Predict the product of the given reaction. (1) Given the reactants Cl[C:2]1[C:7]([C:8]2[CH:13]=[CH:12][CH:11]=[CH:10][CH:9]=2)=[CH:6][N:5]=[C:4]([N:14]2[CH2:19][CH2:18][CH:17]([C:20]3[CH:25]=[CH:24][C:23]([C@@H:26]([NH:28][C:29](=[O:31])[CH3:30])[CH3:27])=[CH:22][CH:21]=3)[CH2:16][CH2:15]2)[N:3]=1.[CH3:32]B1OB(C)OB(C)O1.C([O-])(O)=O.[Na+], predict the reaction product. The product is: [CH3:32][C:2]1[C:7]([C:8]2[CH:13]=[CH:12][CH:11]=[CH:10][CH:9]=2)=[CH:6][N:5]=[C:4]([N:14]2[CH2:19][CH2:18][CH:17]([C:20]3[CH:25]=[CH:24][C:23]([C@@H:26]([NH:28][C:29](=[O:31])[CH3:30])[CH3:27])=[CH:22][CH:21]=3)[CH2:16][CH2:15]2)[N:3]=1. (2) Given the reactants C(C1[C:12](=[O:13])C2C=CSC=2CC1)CC.[CH3:14][O:15][C:16]1[CH:17]=[C:18]2[C:23](=[CH:24][CH:25]=1)[C:22](=O)[CH2:21][CH2:20][CH2:19]2.C(I)C, predict the reaction product. The product is: [CH2:20]([CH:21]1[CH2:22][C:23]2[C:18](=[CH:17][C:16]([O:15][CH3:14])=[CH:25][CH:24]=2)[C:12]1=[O:13])[CH3:19]. (3) Given the reactants [CH:1]1([N:4]2[C:13]3[C:8](=[C:9]([NH:26]CC4C=CC(OC)=CC=4)[C:10]([F:25])=[C:11]([NH:15][CH2:16][CH2:17][NH:18][C:19]4[CH:24]=[CH:23][CH:22]=[CH:21][N:20]=4)[C:12]=3[F:14])[C:7](=[O:36])[CH:6]=[C:5]2[C:37]([O:39][CH2:40][CH3:41])=[O:38])[CH2:3][CH2:2]1.FC(F)(F)C(O)=O, predict the reaction product. The product is: [NH2:26][C:9]1[C:10]([F:25])=[C:11]([NH:15][CH2:16][CH2:17][NH:18][C:19]2[CH:24]=[CH:23][CH:22]=[CH:21][N:20]=2)[C:12]([F:14])=[C:13]2[C:8]=1[C:7](=[O:36])[CH:6]=[C:5]([C:37]([O:39][CH2:40][CH3:41])=[O:38])[N:4]2[CH:1]1[CH2:2][CH2:3]1. (4) Given the reactants C(OC([N:8]([C:16]1[C:20]2[CH:21]=[C:22]([Cl:39])[C:23]([CH2:25][O:26][C:27]3[CH:36]=[CH:35][C:34]4[CH2:33][C:32]([CH3:38])([CH3:37])[CH2:31][CH2:30][C:29]=4[CH:28]=3)=[CH:24][C:19]=2[O:18][N:17]=1)C(=O)OC(C)(C)C)=O)(C)(C)C.FC(F)(F)C(O)=O, predict the reaction product. The product is: [Cl:39][C:22]1[C:23]([CH2:25][O:26][C:27]2[CH:36]=[CH:35][C:34]3[CH2:33][C:32]([CH3:38])([CH3:37])[CH2:31][CH2:30][C:29]=3[CH:28]=2)=[CH:24][C:19]2[O:18][N:17]=[C:16]([NH2:8])[C:20]=2[CH:21]=1. (5) Given the reactants Cl[C:2]1[N:3]([C:12]2[CH:17]=[CH:16][C:15]([Cl:18])=[CH:14][CH:13]=2)[N:4]=[C:5]2[C:10]=1[CH:9]=[CH:8][C:7]([F:11])=[CH:6]2.[Cl:19][C:20]1[CH:21]=[C:22]([NH2:26])[CH:23]=[CH:24][CH:25]=1, predict the reaction product. The product is: [Cl:19][C:20]1[CH:21]=[C:22]([NH:26][C:2]2[N:3]([C:12]3[CH:17]=[CH:16][C:15]([Cl:18])=[CH:14][CH:13]=3)[N:4]=[C:5]3[C:10]=2[CH:9]=[CH:8][C:7]([F:11])=[CH:6]3)[CH:23]=[CH:24][CH:25]=1.